Dataset: Full USPTO retrosynthesis dataset with 1.9M reactions from patents (1976-2016). Task: Predict the reactants needed to synthesize the given product. (1) Given the product [OH:23][NH:22][C:1](=[NH:2])[C:3]1[CH:4]=[CH:5][C:6]2[CH2:12][N:11]([C:13]([O:15][C:16]([CH3:17])([CH3:18])[CH3:19])=[O:14])[CH2:10][CH2:9][CH2:8][C:7]=2[CH:20]=1, predict the reactants needed to synthesize it. The reactants are: [C:1]([C:3]1[CH:4]=[CH:5][C:6]2[CH2:12][N:11]([C:13]([O:15][C:16]([CH3:19])([CH3:18])[CH3:17])=[O:14])[CH2:10][CH2:9][CH2:8][C:7]=2[CH:20]=1)#[N:2].Cl.[NH2:22][OH:23].C(=O)(O)[O-].[Na+].CCOCC. (2) Given the product [CH3:3][CH:2]([CH2:4][CH2:5][CH2:6][C@H:7]([C@@H:9]1[C@:26]2([CH3:27])[C@H:12]([C@H:13]3[C@H:23]([CH2:24][CH2:25]2)[C@:21]2([CH3:22])[C:16]([CH2:17][C@@H:18]([NH:28][CH2:29][CH2:30][CH2:31][NH:32][C:33](=[O:62])[CH2:34][CH2:35][NH:36][C:37](=[O:61])[CH2:38][CH2:39][NH:40][C:41](=[O:60])[CH2:42][CH2:43][CH2:44][CH2:45][CH2:46][NH:47][C:48]4[CH:53]=[CH:52][C:51]([N+:54]([O-:56])=[O:55])=[CH:50][C:49]=4[N+:57]([O-:59])=[O:58])[CH2:19][CH2:20]2)=[CH:15][CH2:14]3)[CH2:11][CH2:10]1)[CH3:8])[CH3:1], predict the reactants needed to synthesize it. The reactants are: [CH3:1][CH:2]([CH2:4][CH2:5][CH2:6][C@H:7]([C@@H:9]1[C@:26]2([CH3:27])[C@H:12]([C@H:13]3[C@H:23]([CH2:24][CH2:25]2)[C@:21]2([CH3:22])[C:16]([CH2:17][C@@H:18]([N:28](S(C4C=CC=CC=4[N+]([O-])=O)(=O)=O)[CH2:29][CH2:30][CH2:31][NH:32][C:33](=[O:62])[CH2:34][CH2:35][NH:36][C:37](=[O:61])[CH2:38][CH2:39][NH:40][C:41](=[O:60])[CH2:42][CH2:43][CH2:44][CH2:45][CH2:46][NH:47][C:48]4[CH:53]=[CH:52][C:51]([N+:54]([O-:56])=[O:55])=[CH:50][C:49]=4[N+:57]([O-:59])=[O:58])[CH2:19][CH2:20]2)=[CH:15][CH2:14]3)[CH2:11][CH2:10]1)[CH3:8])[CH3:3].C([O-])([O-])=O.[K+].[K+].C1(S)C=CC=CC=1. (3) Given the product [C:1]([C:3]1[CH:4]=[C:5]([CH:9]=[CH:10][CH:11]=1)[C:6]([O:18][C:12]1[CH:17]=[CH:16][CH:15]=[CH:14][CH:13]=1)=[O:7])#[CH:2], predict the reactants needed to synthesize it. The reactants are: [C:1]([C:3]1[CH:4]=[C:5]([CH:9]=[CH:10][CH:11]=1)[C:6](Cl)=[O:7])#[CH:2].[C:12]1([OH:18])[CH:17]=[CH:16][CH:15]=[CH:14][CH:13]=1.N1C=CC=CC=1. (4) Given the product [Br:1][C:2]1[S:3][C:37]([CH:36]([OH:35])[C:11]([F:14])([F:13])[F:12])=[CH:38][CH:39]=1, predict the reactants needed to synthesize it. The reactants are: [Br:1][C:2]1(C=O)CC=C[S:3]1.C[Si](C)(C)[C:11]([F:14])([F:13])[F:12].[F-].C([N+](CCCC)(CCCC)CCCC)CCC.[O:35]1[CH2:39][CH2:38][CH2:37][CH2:36]1. (5) The reactants are: [CH2:1]([NH2:9])[CH2:2][C:3]1[CH:8]=[CH:7][CH:6]=[CH:5][CH:4]=1.C(N(CC)CC)C.Cl.[F:18][C:19]([F:53])([F:52])[C:20]1[CH:25]=[C:24]([C:26]2[CH:31]=[CH:30][C:29]([C:32]([F:35])([F:34])[F:33])=[CH:28][CH:27]=2)[N:23]=[C:22]([C:36]2[CH:41]=[CH:40][N:39]=[C:38]([C:42]3[CH:43]=[C:44]([S:48](Cl)(=[O:50])=[O:49])[CH:45]=[CH:46][CH:47]=3)[CH:37]=2)[N:21]=1. Given the product [CH2:1]([NH:9][S:48]([C:44]1[CH:45]=[CH:46][CH:47]=[C:42]([C:38]2[CH:37]=[C:36]([C:22]3[N:21]=[C:20]([C:19]([F:18])([F:52])[F:53])[CH:25]=[C:24]([C:26]4[CH:31]=[CH:30][C:29]([C:32]([F:35])([F:33])[F:34])=[CH:28][CH:27]=4)[N:23]=3)[CH:41]=[CH:40][N:39]=2)[CH:43]=1)(=[O:49])=[O:50])[CH2:2][C:3]1[CH:8]=[CH:7][CH:6]=[CH:5][CH:4]=1, predict the reactants needed to synthesize it. (6) Given the product [CH2:36]([S:28][C:5]1[NH:4][C:3]2[C:7](=[N:8][C:9]([C:11]3[C:19]4[C:14](=[N:15][CH:16]=[CH:17][CH:18]=4)[N:13]([CH2:20][C:21]4[CH:26]=[CH:25][CH:24]=[CH:23][C:22]=4[F:27])[N:12]=3)=[N:10][C:2]=2[NH2:1])[N:6]=1)[CH3:37], predict the reactants needed to synthesize it. The reactants are: [NH2:1][C:2]1[N:10]=[C:9]([C:11]2[C:19]3[C:14](=[N:15][CH:16]=[CH:17][CH:18]=3)[N:13]([CH2:20][C:21]3[CH:26]=[CH:25][CH:24]=[CH:23][C:22]=3[F:27])[N:12]=2)[N:8]=[C:7]2[C:3]=1[NH:4][C:5](=[S:28])[NH:6]2.C(=O)([O-])[O-].[K+].[K+].I[CH2:36][CH3:37]. (7) Given the product [Br:9][C:10]1[CH:11]=[CH:12][C:13]([C:16]2[C:17](=[O:19])[C:8]3[C:1](=[CH:3][C:4]([OH:5])=[CH:6][CH:7]=3)[O:2][CH:26]=2)=[CH:14][CH:15]=1, predict the reactants needed to synthesize it. The reactants are: [C:1]1([CH:8]=[CH:7][CH:6]=[C:4]([OH:5])[CH:3]=1)[OH:2].[Br:9][C:10]1[CH:15]=[CH:14][C:13]([CH2:16][C:17]([OH:19])=O)=[CH:12][CH:11]=1.P(Cl)(Cl)(Cl)(Cl)Cl.[CH3:26]N(C=O)C.